Regression. Given a peptide amino acid sequence and an MHC pseudo amino acid sequence, predict their binding affinity value. This is MHC class II binding data. From a dataset of Peptide-MHC class II binding affinity with 134,281 pairs from IEDB. (1) The peptide sequence is GLNITGVTCGPGHGI. The MHC is HLA-DQA10501-DQB10201 with pseudo-sequence HLA-DQA10501-DQB10201. The binding affinity (normalized) is 0.231. (2) The peptide sequence is IDEVVAAFREARLRH. The MHC is DRB1_0301 with pseudo-sequence DRB1_0301. The binding affinity (normalized) is 0.500. (3) The peptide sequence is LVAEILRIISGGRLI. The MHC is HLA-DPA10103-DPB10401 with pseudo-sequence HLA-DPA10103-DPB10401. The binding affinity (normalized) is 0.311. (4) The peptide sequence is HSNWRAMASDFNLPP. The MHC is DRB5_0101 with pseudo-sequence DRB5_0101. The binding affinity (normalized) is 0.554.